From a dataset of Forward reaction prediction with 1.9M reactions from USPTO patents (1976-2016). Predict the product of the given reaction. (1) Given the reactants [C:1]1([C:7]([NH:9][CH:10]2[CH2:15][CH:14]([C:16]3[CH:21]=[CH:20][C:19]([C:22]([F:25])([F:24])[F:23])=[CH:18][CH:17]=3)[CH2:13][N:12]([C:26](OC3C=CC([N+]([O-])=O)=CC=3)=[O:27])[CH2:11]2)=[O:8])[CH:6]=[CH:5][CH:4]=[CH:3][CH:2]=1.[CH3:38][C@@H:39]1[CH2:43][CH2:42][C@@H:41]([CH3:44])[NH:40]1.C(=O)([O-])[O-].[K+].[K+], predict the reaction product. The product is: [CH3:38][C@@H:39]1[CH2:43][CH2:42][C@@H:41]([CH3:44])[N:40]1[C:26]([N:12]1[CH2:13][CH:14]([C:16]2[CH:17]=[CH:18][C:19]([C:22]([F:23])([F:25])[F:24])=[CH:20][CH:21]=2)[CH2:15][CH:10]([NH:9][C:7]([C:1]2[CH:2]=[CH:3][CH:4]=[CH:5][CH:6]=2)=[O:8])[CH2:11]1)=[O:27]. (2) Given the reactants [C:1]1([C:7]2[C:8]([C:16]3[CH:23]=[CH:22][C:19]([CH:20]=O)=[CH:18][CH:17]=3)=[N:9][C:10]3[N:11]([CH:13]=[CH:14][N:15]=3)[CH:12]=2)[CH:6]=[CH:5][CH:4]=[CH:3][CH:2]=1.[NH:24]1[CH2:29][CH2:28][CH:27]([C:30]2[CH:39]=[N:38][C:37]3[C:32](=[CH:33][CH:34]=[CH:35][CH:36]=3)[N:31]=2)[CH2:26][CH2:25]1, predict the reaction product. The product is: [C:1]1([C:7]2[C:8]([C:16]3[CH:23]=[CH:22][C:19]([CH2:20][N:24]4[CH2:25][CH2:26][CH:27]([C:30]5[CH:39]=[N:38][C:37]6[C:32](=[CH:33][CH:34]=[CH:35][CH:36]=6)[N:31]=5)[CH2:28][CH2:29]4)=[CH:18][CH:17]=3)=[N:9][C:10]3[N:11]([CH:13]=[CH:14][N:15]=3)[CH:12]=2)[CH:6]=[CH:5][CH:4]=[CH:3][CH:2]=1. (3) Given the reactants [NH2:1][C:2]1[C:7]([C:8]([C:10]2[C:15]([O:16]C)=[C:14]([O:18][CH3:19])[CH:13]=[C:12]([F:20])[C:11]=2[F:21])=[O:9])=[CH:6][N:5]=[C:4]([NH:22][CH:23]2[CH2:28][CH2:27][N:26]([S:29]([CH3:32])(=[O:31])=[O:30])[CH2:25][CH2:24]2)[N:3]=1.[Cl-].[Al+3].[Cl-].[Cl-], predict the reaction product. The product is: [NH2:1][C:2]1[C:7]([C:8]([C:10]2[C:15]([OH:16])=[C:14]([O:18][CH3:19])[CH:13]=[C:12]([F:20])[C:11]=2[F:21])=[O:9])=[CH:6][N:5]=[C:4]([NH:22][CH:23]2[CH2:24][CH2:25][N:26]([S:29]([CH3:32])(=[O:30])=[O:31])[CH2:27][CH2:28]2)[N:3]=1. (4) Given the reactants Cl[CH2:2][C:3]([NH:5][C:6]1[S:7][C:8]2[C:13]([N:14]=1)=[CH:12][CH:11]=[C:10]([O:15][C:16]1[CH:17]=[C:18]([NH:24][C:25](=[O:37])[C:26]3[CH:31]=[CH:30][CH:29]=[C:28]([C:32]([C:35]#[N:36])([CH3:34])[CH3:33])[CH:27]=3)[CH:19]=[CH:20][C:21]=1[C:22]#[N:23])[N:9]=2)=[O:4].C(N(CC)CC)C.[CH3:45][N:46]1[CH2:51][CH2:50][NH:49][CH2:48][CH2:47]1, predict the reaction product. The product is: [C:35]([C:32]([C:28]1[CH:27]=[C:26]([CH:31]=[CH:30][CH:29]=1)[C:25]([NH:24][C:18]1[CH:19]=[CH:20][C:21]([C:22]#[N:23])=[C:16]([O:15][C:10]2[N:9]=[C:8]3[S:7][C:6]([NH:5][C:3](=[O:4])[CH2:2][N:49]4[CH2:50][CH2:51][N:46]([CH3:45])[CH2:47][CH2:48]4)=[N:14][C:13]3=[CH:12][CH:11]=2)[CH:17]=1)=[O:37])([CH3:34])[CH3:33])#[N:36]. (5) Given the reactants C(NC1C=CC(C2C=C3C(CN([C@@H](C(C)C)C(O)=O)C3=O)=CC=2)=CC=1)(=O)C1C=CC=CC=1.[CH3:33][CH:34]([CH3:74])[C@H:35]([N:40]1[CH2:48][C:47]2[C:42](=[CH:43][C:44]([C:49]3[CH:54]=[CH:53][C:52]([NH:55][C:56]([C:58]4[O:62][N:61]=[C:60]([C:63]5[CH:68]=[CH:67][C:66]([C:69]([F:72])([F:71])[F:70])=[CH:65][CH:64]=5)[CH:59]=4)=[O:57])=[CH:51][CH:50]=3)=[CH:45][CH:46]=2)[C:41]1=[O:73])[C:36]([O:38]C)=[O:37], predict the reaction product. The product is: [CH3:33][CH:34]([CH3:74])[C@H:35]([N:40]1[CH2:48][C:47]2[C:42](=[CH:43][C:44]([C:49]3[CH:50]=[CH:51][C:52]([NH:55][C:56]([C:58]4[O:62][N:61]=[C:60]([C:63]5[CH:64]=[CH:65][C:66]([C:69]([F:72])([F:71])[F:70])=[CH:67][CH:68]=5)[CH:59]=4)=[O:57])=[CH:53][CH:54]=3)=[CH:45][CH:46]=2)[C:41]1=[O:73])[C:36]([OH:38])=[O:37].